The task is: Predict the product of the given reaction.. This data is from Forward reaction prediction with 1.9M reactions from USPTO patents (1976-2016). (1) Given the reactants [O:1]=[C:2]1[CH2:6][CH2:5][CH2:4][CH:3]1[C:7]([O:9][CH2:10][CH3:11])=[O:8].[Br:12]Br, predict the reaction product. The product is: [Br:12][CH:6]1[CH2:5][CH2:4][CH:3]([C:7]([O:9][CH2:10][CH3:11])=[O:8])[C:2]1=[O:1]. (2) Given the reactants [F:1][C:2]1[C:11]2[O:10][CH2:9][C:8]([N+:12]([O-:14])=[O:13])=[CH:7][C:6]=2[C:5]([C:15]([NH2:17])=[O:16])=[CH:4][CH:3]=1.C(O)(C)C.[BH4-].[Na+], predict the reaction product. The product is: [F:1][C:2]1[C:11]2[O:10][CH2:9][CH:8]([N+:12]([O-:14])=[O:13])[CH2:7][C:6]=2[C:5]([C:15]([NH2:17])=[O:16])=[CH:4][CH:3]=1. (3) Given the reactants [Cl:1][C:2]1[CH:3]=[C:4]2[C:9](=[CH:10][CH:11]=1)[N:8]=[C:7]([N:12]1[CH2:17][CH2:16][CH2:15][CH2:14][CH2:13]1)[C:6]([C:18]([NH:20][NH2:21])=[O:19])=[C:5]2[C:22]1[CH:27]=[CH:26][CH:25]=[CH:24][CH:23]=1.C(N(CC)CC)C.O.C1C[O:39][CH2:38]C1, predict the reaction product. The product is: [Cl:1][C:2]1[CH:3]=[C:4]2[C:9](=[CH:10][CH:11]=1)[N:8]=[C:7]([N:12]1[CH2:17][CH2:16][CH2:15][CH2:14][CH2:13]1)[C:6]([C:18]1[O:19][C:38](=[O:39])[NH:21][N:20]=1)=[C:5]2[C:22]1[CH:27]=[CH:26][CH:25]=[CH:24][CH:23]=1. (4) Given the reactants [CH3:1][N:2]1[CH:6]=[CH:5][C:4]([CH3:7])=[C:3]1[C:8]([O:10][CH2:11][CH3:12])=[O:9].[Cl:13][S:14](O)(=[O:16])=[O:15], predict the reaction product. The product is: [Cl:13][S:14]([C:5]1[C:4]([CH3:7])=[C:3]([C:8]([O:10][CH2:11][CH3:12])=[O:9])[N:2]([CH3:1])[CH:6]=1)(=[O:16])=[O:15].